From a dataset of Catalyst prediction with 721,799 reactions and 888 catalyst types from USPTO. Predict which catalyst facilitates the given reaction. (1) Reactant: [H-].[Li+].CO[C:5](=[O:22])[C:6]1[CH:11]=[CH:10][C:9]([CH2:12][N:13]2[CH2:18][CH2:17][CH2:16][N:15]3[CH2:19][CH2:20][CH2:21][CH:14]23)=[CH:8][CH:7]=1.[CH2:23]([SH:27])[CH2:24][CH2:25][CH3:26]. Product: [CH2:23]([S:27][C:5](=[O:22])[C:6]1[CH:7]=[CH:8][C:9]([CH2:12][N:13]2[CH2:18][CH2:17][CH2:16][N:15]3[CH2:19][CH2:20][CH2:21][CH:14]23)=[CH:10][CH:11]=1)[CH2:24][CH2:25][CH3:26]. The catalyst class is: 11. (2) Reactant: F[C:2]1[CH:9]=[CH:8][CH:7]=[C:6]([O:10][C:11]2[CH:20]=[CH:19][C:18]3[C:13](=[CH:14][CH:15]=[CH:16][CH:17]=3)[CH:12]=2)[C:3]=1[C:4]#[N:5].CN(C)C(=O)C.[CH3:27][NH:28][NH2:29]. The catalyst class is: 6. Product: [CH3:27][N:28]1[C:2]2[C:3](=[C:6]([O:10][C:11]3[CH:20]=[CH:19][C:18]4[C:13](=[CH:14][CH:15]=[CH:16][CH:17]=4)[CH:12]=3)[CH:7]=[CH:8][CH:9]=2)[C:4]([NH2:5])=[N:29]1. (3) Reactant: [C:1]([C:4]1[S:18][C:7]2[O:8][C:9]3[CH:17]=[CH:16][CH:15]=[CH:14][C:10]=3[NH:11][C:12](=[O:13])[C:6]=2[CH:5]=1)(=O)[CH3:2].C([SiH](CC)CC)C. Product: [CH2:1]([C:4]1[S:18][C:7]2[O:8][C:9]3[CH:17]=[CH:16][CH:15]=[CH:14][C:10]=3[NH:11][C:12](=[O:13])[C:6]=2[CH:5]=1)[CH3:2]. The catalyst class is: 55.